Dataset: Full USPTO retrosynthesis dataset with 1.9M reactions from patents (1976-2016). Task: Predict the reactants needed to synthesize the given product. (1) Given the product [ClH:1].[NH2:8][C@@H:5]([C@H:4]([CH3:10])[C:3]([F:12])([F:11])[F:2])[CH2:6][OH:7], predict the reactants needed to synthesize it. The reactants are: [ClH:1].[F:2][C:3]([F:12])([F:11])[C@@H:4]([CH3:10])[C@H:5]([NH:8]N)[CH2:6][OH:7]. (2) The reactants are: [Cl:1][C:2]1[CH:7]=[CH:6][CH:5]=[C:4]([Cl:8])[C:3]=1[N:9]1[C:13](=[O:14])[NH:12][C:11]([C:15]2[CH:20]=[CH:19][C:18](I)=[C:17]([O:22][CH3:23])[CH:16]=2)=[N:10]1.[Cl:24][C:25]1[CH:30]=[C:29]([C:31]([F:34])([F:33])[F:32])[CH:28]=[CH:27][C:26]=1[C:35]#[CH:36].CCCC[N+](CCCC)(CCCC)CCCC.[F-]. Given the product [Cl:24][C:25]1[CH:30]=[C:29]([C:31]([F:32])([F:33])[F:34])[CH:28]=[CH:27][C:26]=1[C:35]#[C:36][C:18]1[CH:19]=[CH:20][C:15]([C:11]2[NH:12][C:13](=[O:14])[N:9]([C:3]3[C:2]([Cl:1])=[CH:7][CH:6]=[CH:5][C:4]=3[Cl:8])[N:10]=2)=[CH:16][C:17]=1[O:22][CH3:23], predict the reactants needed to synthesize it. (3) The reactants are: Br[C:2]1[N:7]=[C:6]2[N:8]([CH2:13][C@H:14]3[CH2:19][CH2:18][C@H:17]([O:20][CH3:21])[CH2:16][CH2:15]3)[C:9](=[O:12])[CH2:10][NH:11][C:5]2=[N:4][CH:3]=1.[CH3:22][Sn:23]([CH3:29])([CH3:28])[Sn:23]([CH3:29])([CH3:28])[CH3:22]. Given the product [CH3:21][O:20][C@H:17]1[CH2:18][CH2:19][C@H:14]([CH2:13][N:8]2[C:6]3=[N:7][C:2]([Sn:23]([CH3:29])([CH3:28])[CH3:22])=[CH:3][N:4]=[C:5]3[NH:11][CH2:10][C:9]2=[O:12])[CH2:15][CH2:16]1, predict the reactants needed to synthesize it. (4) Given the product [Br:2][C:3]1[CH:15]=[CH:14][C:13]([O:16][CH3:17])=[CH:12][C:4]=1[CH2:5][CH:6]1[CH2:7][CH2:8][N:9]([CH2:19][CH:20]2[CH2:29][C:28]3[C:23](=[CH:24][CH:25]=[CH:26][CH:27]=3)[N:22]([C:30]([O:32][C:33]([CH3:34])([CH3:36])[CH3:35])=[O:31])[CH2:21]2)[CH2:10][CH2:11]1, predict the reactants needed to synthesize it. The reactants are: Cl.[Br:2][C:3]1[CH:15]=[CH:14][C:13]([O:16][CH3:17])=[CH:12][C:4]=1[CH2:5][CH:6]1[CH2:11][CH2:10][NH:9][CH2:8][CH2:7]1.Br[CH2:19][CH:20]1[CH2:29][C:28]2[C:23](=[CH:24][CH:25]=[CH:26][CH:27]=2)[N:22]([C:30]([O:32][C:33]([CH3:36])([CH3:35])[CH3:34])=[O:31])[CH2:21]1.C(=O)([O-])[O-].[K+].[K+]. (5) Given the product [CH:2]1([N:5]([CH:19]2[CH2:24][CH2:23][N:22]([C:26]3[N:31]=[CH:30][C:29]([CH3:32])=[CH:28][N:27]=3)[CH2:21][CH2:20]2)[C:6](=[O:18])[C:7]2[CH:8]=[CH:9][C:10]([C:13]3[O:17][CH:16]=[N:15][CH:14]=3)=[CH:11][CH:12]=2)[CH2:4][CH2:3]1, predict the reactants needed to synthesize it. The reactants are: Cl.[CH:2]1([N:5]([CH:19]2[CH2:24][CH2:23][NH:22][CH2:21][CH2:20]2)[C:6](=[O:18])[C:7]2[CH:12]=[CH:11][C:10]([C:13]3[O:17][CH:16]=[N:15][CH:14]=3)=[CH:9][CH:8]=2)[CH2:4][CH2:3]1.Cl[C:26]1[N:31]=[CH:30][C:29]([CH3:32])=[CH:28][N:27]=1. (6) Given the product [C:6]([O:10][C:11]([NH:13][C@@:14]1([C:28]([O:30][C:31]([CH3:34])([CH3:33])[CH3:32])=[O:29])[CH2:19][C@H:18]([O:20][S:2]([CH3:1])(=[O:4])=[O:3])[C@@H:17]2[C@H:15]1[C@H:16]2[C:21]([O:23][C:24]([CH3:25])([CH3:27])[CH3:26])=[O:22])=[O:12])([CH3:9])([CH3:7])[CH3:8], predict the reactants needed to synthesize it. The reactants are: [CH3:1][S:2](Cl)(=[O:4])=[O:3].[C:6]([O:10][C:11]([NH:13][C@@:14]1([C:28]([O:30][C:31]([CH3:34])([CH3:33])[CH3:32])=[O:29])[CH2:19][C@H:18]([OH:20])[C@@H:17]2[C@H:15]1[C@H:16]2[C:21]([O:23][C:24]([CH3:27])([CH3:26])[CH3:25])=[O:22])=[O:12])([CH3:9])([CH3:8])[CH3:7].C(N(CC)CC)C. (7) Given the product [Cl:1][C:2]1[C:3]([O:12][C:13]2[CH:18]=[CH:17][C:16]([Cl:19])=[C:15]([C:20]([F:23])([F:22])[F:21])[CH:14]=2)=[CH:4][C:5]([F:11])=[C:6]([CH:10]=1)[C:7]([NH:40][S:37]([CH3:36])(=[O:39])=[O:38])=[O:8], predict the reactants needed to synthesize it. The reactants are: [Cl:1][C:2]1[C:3]([O:12][C:13]2[CH:18]=[CH:17][C:16]([Cl:19])=[C:15]([C:20]([F:23])([F:22])[F:21])[CH:14]=2)=[CH:4][C:5]([F:11])=[C:6]([CH:10]=1)[C:7](O)=[O:8].CCN=C=NCCCN(C)C.Cl.[CH3:36][S:37]([NH2:40])(=[O:39])=[O:38].Cl. (8) Given the product [F:1][C:2]1[C:10]2[N:9]=[C:8]([O:11][C@H:12]3[CH2:16][O:15][CH:14]4[C@@H:17]([OH:20])[CH2:18][O:19][CH:13]34)[NH:7][C:6]=2[CH:5]=[C:4]([F:21])[C:3]=1[C:22]1[CH:27]=[CH:26][C:25]([C:28]2[CH:29]=[CH:30][C:31]([C:34]([N:37]3[CH2:41][CH2:40][C@@H:39]([OH:42])[CH2:38]3)=[O:35])=[CH:32][CH:33]=2)=[CH:24][CH:23]=1, predict the reactants needed to synthesize it. The reactants are: [F:1][C:2]1[C:10]2[N:9]=[C:8]([O:11][C@H:12]3[CH2:16][O:15][CH:14]4[C@@H:17]([OH:20])[CH2:18][O:19][CH:13]34)[NH:7][C:6]=2[CH:5]=[C:4]([F:21])[C:3]=1[C:22]1[CH:27]=[CH:26][C:25]([C:28]2[CH:33]=[CH:32][C:31]([C:34](O)=[O:35])=[CH:30][CH:29]=2)=[CH:24][CH:23]=1.[NH:37]1[CH2:41][CH2:40][C@@H:39]([OH:42])[CH2:38]1.CN(C(ON1N=NC2C=CC=NC1=2)=[N+](C)C)C.F[P-](F)(F)(F)(F)F.